This data is from Full USPTO retrosynthesis dataset with 1.9M reactions from patents (1976-2016). The task is: Predict the reactants needed to synthesize the given product. (1) Given the product [OH:11][CH:8]([C:5]1[N:6]=[CH:7][C:2]([C:15]2[CH:16]=[CH:17][CH:18]=[CH:19][C:14]=2[C:12]#[N:13])=[CH:3][CH:4]=1)[CH2:9][CH3:10], predict the reactants needed to synthesize it. The reactants are: Br[C:2]1[CH:3]=[CH:4][C:5]([CH:8]([OH:11])[CH2:9][CH3:10])=[N:6][CH:7]=1.[C:12]([C:14]1[CH:19]=[CH:18][CH:17]=[CH:16][C:15]=1B(O)O)#[N:13].C([O-])([O-])=O.[Na+].[Na+]. (2) Given the product [CH2:24]([N:26]1[CH:30]=[C:29]([C:2]2[CH:3]=[CH:4][C:5]3[N:6]([C:8]([CH:11]([C:13]4[CH:14]=[C:15]5[C:20](=[CH:21][C:22]=4[F:23])[N:19]=[CH:18][CH:17]=[CH:16]5)[OH:12])=[CH:9][N:10]=3)[N:7]=2)[CH:28]=[N:27]1)[CH3:25], predict the reactants needed to synthesize it. The reactants are: Cl[C:2]1[CH:3]=[CH:4][C:5]2[N:6]([C:8]([CH:11]([C:13]3[CH:14]=[C:15]4[C:20](=[CH:21][C:22]=3[F:23])[N:19]=[CH:18][CH:17]=[CH:16]4)[OH:12])=[CH:9][N:10]=2)[N:7]=1.[CH2:24]([N:26]1[CH:30]=[C:29](B2OC(C)(C)C(C)(C)O2)[CH:28]=[N:27]1)[CH3:25]. (3) Given the product [NH2:15][CH:14]([C:23]1[CH:28]=[CH:27][CH:26]=[CH:25][CH:24]=1)[C:9]1([N:8]([CH2:7][C:1]2[CH:2]=[CH:3][CH:4]=[CH:5][CH:6]=2)[CH2:16][C:17]2[CH:22]=[CH:21][CH:20]=[CH:19][CH:18]=2)[CH2:13][CH2:12][CH2:11][CH2:10]1, predict the reactants needed to synthesize it. The reactants are: [C:1]1([CH2:7][N:8]([CH2:16][C:17]2[CH:22]=[CH:21][CH:20]=[CH:19][CH:18]=2)[C:9]2([C:14]#[N:15])[CH2:13][CH2:12][CH2:11][CH2:10]2)[CH:6]=[CH:5][CH:4]=[CH:3][CH:2]=1.[C:23]1([Li])[CH:28]=[CH:27][CH:26]=[CH:25][CH:24]=1.C(OCCCC)CCC.[BH4-].[Na+].NC(C1C=CC=CC=1)C1(N(C)C)CCCC1. (4) Given the product [Cl:25][C:26]1[CH:27]=[C:28]([C:5]2[C:4]([C:3]([OH:2])=[O:24])=[CH:9][C:8]([C:10]3[S:11][CH:12]=[C:13]([C:15]4[CH:20]=[CH:19][C:18]([Cl:21])=[C:17]([Cl:22])[CH:16]=4)[N:14]=3)=[CH:7][CH:6]=2)[CH:29]=[CH:30][C:31]=1[C:32]#[N:33], predict the reactants needed to synthesize it. The reactants are: C[O:2][C:3](=[O:24])[C:4]1[CH:9]=[C:8]([C:10]2[S:11][CH:12]=[C:13]([C:15]3[CH:20]=[CH:19][C:18]([Cl:21])=[C:17]([Cl:22])[CH:16]=3)[N:14]=2)[CH:7]=[CH:6][C:5]=1Br.[Cl:25][C:26]1[CH:27]=[C:28](B(O)O)[CH:29]=[CH:30][C:31]=1[C:32]#[N:33]. (5) Given the product [CH3:1][O:2][C:3]1[C:21]([NH2:22])=[C:6]2[CH:7]=[CH:8][CH:9]=[C:10]([C:11]3[C:16]([CH3:17])=[CH:15][C:14]([CH3:18])=[CH:13][C:12]=3[O:19][CH3:20])[N:5]2[N:4]=1, predict the reactants needed to synthesize it. The reactants are: [CH3:1][O:2][C:3]1[C:21]([N:22]=O)=[C:6]2[CH:7]=[CH:8][CH:9]=[C:10]([C:11]3[C:16]([CH3:17])=[CH:15][C:14]([CH3:18])=[CH:13][C:12]=3[O:19][CH3:20])[N:5]2[N:4]=1.O.C(O)(=O)C. (6) Given the product [CH2:1]([O:8][C:9]1[CH:18]=[C:17]2[C:12]([C:13]([O:19][C:20]3[CH:25]=[CH:24][C:23]([NH2:26])=[CH:22][C:21]=3[F:29])=[CH:14][CH:15]=[N:16]2)=[CH:11][C:10]=1[O:30][CH3:31])[C:2]1[CH:7]=[CH:6][CH:5]=[CH:4][CH:3]=1, predict the reactants needed to synthesize it. The reactants are: [CH2:1]([O:8][C:9]1[CH:18]=[C:17]2[C:12]([C:13]([O:19][C:20]3[CH:25]=[CH:24][C:23]([N+:26]([O-])=O)=[CH:22][C:21]=3[F:29])=[CH:14][CH:15]=[N:16]2)=[CH:11][C:10]=1[O:30][CH3:31])[C:2]1[CH:7]=[CH:6][CH:5]=[CH:4][CH:3]=1.C([O-])(=O)C.[NH4+]. (7) The reactants are: [F:1][C:2]1[CH:7]=[CH:6][C:5]([CH:8]=[CH:9][C:10]([OH:12])=[O:11])=[CH:4][CH:3]=1.CI.[C:15](=O)([O-])[O-].[K+].[K+].O. Given the product [F:1][C:2]1[CH:3]=[CH:4][C:5]([CH:8]=[CH:9][C:10]([O:12][CH3:15])=[O:11])=[CH:6][CH:7]=1, predict the reactants needed to synthesize it. (8) Given the product [CH3:1][C:2]1[CH:7]=[CH:6][CH:5]=[CH:4][C:3]=1[C:8]1[NH:12][C:11]([S:21][CH3:20])=[C:10]([C:13]#[N:14])[CH:9]=1, predict the reactants needed to synthesize it. The reactants are: [CH3:1][C:2]1[CH:7]=[CH:6][CH:5]=[CH:4][C:3]=1[C:8](=O)[CH2:9][CH:10]([C:13]#[N:14])[C:11]#[N:12].C(O)(=O)C.[CH3:20][S-:21].[Na+]. (9) Given the product [Cl:1][C:2]1[CH:9]=[CH:8][C:5]([CH2:6][C:15]([C:14]2[CH:18]=[CH:19][C:11]([Cl:10])=[CH:12][CH:13]=2)=[O:16])=[CH:4][CH:3]=1, predict the reactants needed to synthesize it. The reactants are: [Cl:1][C:2]1[CH:9]=[CH:8][C:5]([CH2:6]Br)=[CH:4][CH:3]=1.[Cl:10][C:11]1[CH:19]=[CH:18][C:14]([C:15](Cl)=[O:16])=[CH:13][CH:12]=1.